This data is from Full USPTO retrosynthesis dataset with 1.9M reactions from patents (1976-2016). The task is: Predict the reactants needed to synthesize the given product. (1) Given the product [CH2:6]([O:13][C:14]1[CH:19]=[CH:18][C:17]([N:20]2[C:28]3[C:23](=[CH:24][CH:25]=[CH:26][CH:27]=3)[C:22]([CH:35]=[O:36])=[C:21]2[CH3:29])=[CH:16][C:15]=1[F:30])[C:7]1[CH:8]=[CH:9][CH:10]=[CH:11][CH:12]=1, predict the reactants needed to synthesize it. The reactants are: P(Cl)(Cl)(Cl)=O.[CH2:6]([O:13][C:14]1[CH:19]=[CH:18][C:17]([N:20]2[C:28]3[C:23](=[CH:24][CH:25]=[CH:26][CH:27]=3)[CH:22]=[C:21]2[CH3:29])=[CH:16][C:15]=1[F:30])[C:7]1[CH:12]=[CH:11][CH:10]=[CH:9][CH:8]=1.[OH-].[Na+].CN(C)[CH:35]=[O:36]. (2) Given the product [C:6]([CH:2]1[S:19][C:18]([NH:17][CH:10]2[CH2:11][CH2:12][CH2:13][CH2:14][CH2:15][CH2:16]2)=[N:20][C:3]1=[O:4])([CH3:9])([CH3:8])[CH3:7], predict the reactants needed to synthesize it. The reactants are: N[CH:2]([C:6]([CH3:9])([CH3:8])[CH3:7])[C:3](O)=[O:4].[CH:10]1([NH:17][C:18]([NH2:20])=[S:19])[CH2:16][CH2:15][CH2:14][CH2:13][CH2:12][CH2:11]1.